Dataset: Catalyst prediction with 721,799 reactions and 888 catalyst types from USPTO. Task: Predict which catalyst facilitates the given reaction. (1) Reactant: [C:1]([C:5]1[CH:6]=[C:7]2[C:11](=[CH:12][C:13]=1[N+:14]([O-])=O)[NH:10][CH:9]=[CH:8]2)([CH3:4])([CH3:3])[CH3:2]. Product: [C:1]([C:5]1[CH:6]=[C:7]2[C:11](=[CH:12][C:13]=1[NH2:14])[NH:10][CH:9]=[CH:8]2)([CH3:4])([CH3:2])[CH3:3]. The catalyst class is: 94. (2) The catalyst class is: 9. Product: [N:23]([CH2:17][C@H:12]1[C@H:13]([CH3:16])[CH2:14][CH2:15][N:10]([CH2:9][CH2:8][C:5]2[CH:6]=[CH:7][C:2]([F:1])=[CH:3][CH:4]=2)[CH2:11]1)=[N+:24]=[N-:25]. Reactant: [F:1][C:2]1[CH:7]=[CH:6][C:5]([CH2:8][CH2:9][N:10]2[CH2:15][CH2:14][C@@H:13]([CH3:16])[C@H:12]([CH2:17]OS(C)(=O)=O)[CH2:11]2)=[CH:4][CH:3]=1.[N-:23]=[N+:24]=[N-:25].[Na+]. (3) Reactant: [C:1]([C:3]1[CH:8]=[CH:7][C:6]([S:9]([NH:12][CH:13]2[CH2:18][CH2:17][CH:16]([C:19]([N:21]3[CH2:26][CH2:25][NH:24][CH2:23][CH2:22]3)=[O:20])[CH2:15][CH2:14]2)(=[O:11])=[O:10])=[CH:5][CH:4]=1)#[N:2].[CH:27]1([CH:30]=O)[CH2:29][CH2:28]1.C(O)(=O)C.C(O[BH-](OC(=O)C)OC(=O)C)(=O)C.[Na+]. Product: [C:1]([C:3]1[CH:4]=[CH:5][C:6]([S:9]([NH:12][C@H:13]2[CH2:18][CH2:17][C@H:16]([C:19]([N:21]3[CH2:26][CH2:25][N:24]([CH2:30][CH:27]4[CH2:29][CH2:28]4)[CH2:23][CH2:22]3)=[O:20])[CH2:15][CH2:14]2)(=[O:10])=[O:11])=[CH:7][CH:8]=1)#[N:2]. The catalyst class is: 1. (4) Reactant: [CH2:1]([OH:8])[C:2]1[CH:7]=[CH:6][CH:5]=[CH:4][CH:3]=1.[H-].[Na+].Cl[CH2:12][C:13](=[O:20])[CH2:14][C:15]([O:17][CH2:18][CH3:19])=[O:16].Cl. Product: [CH2:1]([O:8][CH2:12][C:13](=[O:20])[CH2:14][C:15]([O:17][CH2:18][CH3:19])=[O:16])[C:2]1[CH:7]=[CH:6][CH:5]=[CH:4][CH:3]=1. The catalyst class is: 280. (5) Reactant: Cl.[CH:2]1[C:12]2[CH:11]=[CH:10][C:9]3[CH:13]=[CH:14][CH:15]=[CH:16][C:8]=3[C:7](=[C:17]3[CH2:22][CH2:21][N:20]([C:23](=[O:26])[CH2:24][NH2:25])[CH2:19][CH2:18]3)[C:6]=2[CH:5]=[CH:4][CH:3]=1.C(N(CC)CC)C.[C:34](Cl)(=[O:39])[C:35]([CH3:38])([CH3:37])[CH3:36]. Product: [CH:13]1[C:9]2[CH:10]=[CH:11][C:12]3[CH:2]=[CH:3][CH:4]=[CH:5][C:6]=3[C:7](=[C:17]3[CH2:18][CH2:19][N:20]([C:23](=[O:26])[CH2:24][NH:25][C:34](=[O:39])[C:35]([CH3:38])([CH3:37])[CH3:36])[CH2:21][CH2:22]3)[C:8]=2[CH:16]=[CH:15][CH:14]=1. The catalyst class is: 4. (6) Reactant: [CH3:1][C:2]1[N:6]=[CH:5][NH:4][N:3]=1.F[C:8]1[CH:13]=[CH:12][C:11]([N+:14]([O-:16])=[O:15])=[CH:10][C:9]=1[O:17][CH3:18].C(=O)([O-])[O-].[K+].[K+]. Product: [CH3:18][O:17][C:9]1[CH:10]=[C:11]([N+:14]([O-:16])=[O:15])[CH:12]=[CH:13][C:8]=1[N:4]1[CH:5]=[N:6][C:2]([CH3:1])=[N:3]1. The catalyst class is: 3. (7) Reactant: [F:1][C:2]1[CH:7]=[CH:6][C:5]([C:8]2[CH:13]=[CH:12][C:11]([N:14]3[CH:18]=[C:17]([NH:19][C:20]([NH2:22])=[O:21])[C:16]([C:23]([NH2:25])=[O:24])=[N:15]3)=[CH:10][C:9]=2[CH3:26])=[C:4]([OH:27])[CH:3]=1.Br[CH2:29][C:30]#[N:31].C(=O)([O-])[O-].[K+].[K+]. Product: [C:30]([CH2:29][O:27][C:4]1[CH:3]=[C:2]([F:1])[CH:7]=[CH:6][C:5]=1[C:8]1[CH:13]=[CH:12][C:11]([N:14]2[CH:18]=[C:17]([NH:19][C:20]([NH2:22])=[O:21])[C:16]([C:23]([NH2:25])=[O:24])=[N:15]2)=[CH:10][C:9]=1[CH3:26])#[N:31]. The catalyst class is: 3. (8) Reactant: [CH3:1][C:2]1([N:8]2[CH2:16][C:15]3[C:10](=[CH:11][CH:12]=[C:13]([N+:17]([O-])=O)[CH:14]=3)[CH2:9]2)[CH2:7][CH2:6][O:5][CH2:4][CH2:3]1. Product: [CH3:1][C:2]1([N:8]2[CH2:16][C:15]3[C:10](=[CH:11][CH:12]=[C:13]([NH2:17])[CH:14]=3)[CH2:9]2)[CH2:3][CH2:4][O:5][CH2:6][CH2:7]1. The catalyst class is: 19. (9) Reactant: [F:1][C:2]1[N:7]=[C:6]([NH2:8])[CH:5]=[CH:4][N:3]=1.Cl[C:10]1[C:15]([C:16]([O:18][CH2:19][CH3:20])=[O:17])=[CH:14][N:13]=[C:12]([C:21]2[CH:26]=[CH:25][CH:24]=[CH:23][CH:22]=2)[N:11]=1.C(=O)([O-])[O-].[Cs+].[Cs+]. Product: [F:1][C:2]1[N:7]=[C:6]([NH:8][C:14]2[C:15]([C:16]([O:18][CH2:19][CH3:20])=[O:17])=[CH:10][N:11]=[C:12]([C:21]3[CH:26]=[CH:25][CH:24]=[CH:23][CH:22]=3)[N:13]=2)[CH:5]=[CH:4][N:3]=1. The catalyst class is: 6. (10) Reactant: COC1C=CC(CC(O)=O)=CC=1.[Cl:13][C:14]1[CH:23]=[CH:22][CH:21]=[CH:20][C:15]=1[C:16](OC)=O.[CH3:24][O:25][C:26]1[CH:31]=[CH:30][C:29]([C:32]2[CH:33]=[C:34]([C:37]([O-:39])=[O:38])[S:35]C=2)=[CH:28][CH:27]=1.[OH-].[Na+]. Product: [Cl:13][C:14]1[CH:23]=[CH:22][CH:21]=[CH:20][C:15]=1[C:16]1[S:35][C:34]([C:37]([OH:39])=[O:38])=[CH:33][C:32]=1[C:29]1[CH:28]=[CH:27][C:26]([O:25][CH3:24])=[CH:31][CH:30]=1. The catalyst class is: 169.